From a dataset of NCI-60 drug combinations with 297,098 pairs across 59 cell lines. Regression. Given two drug SMILES strings and cell line genomic features, predict the synergy score measuring deviation from expected non-interaction effect. (1) Drug 1: CC12CCC(CC1=CCC3C2CCC4(C3CC=C4C5=CN=CC=C5)C)O. Drug 2: CC12CCC3C(C1CCC2OP(=O)(O)O)CCC4=C3C=CC(=C4)OC(=O)N(CCCl)CCCl.[Na+]. Cell line: MOLT-4. Synergy scores: CSS=-3.43, Synergy_ZIP=-1.75, Synergy_Bliss=-6.04, Synergy_Loewe=-10.7, Synergy_HSA=-7.17. (2) Drug 1: CN1CCC(CC1)COC2=C(C=C3C(=C2)N=CN=C3NC4=C(C=C(C=C4)Br)F)OC. Drug 2: C1=CC(=CC=C1CCC2=CNC3=C2C(=O)NC(=N3)N)C(=O)NC(CCC(=O)O)C(=O)O. Cell line: NCI-H226. Synergy scores: CSS=7.95, Synergy_ZIP=-2.99, Synergy_Bliss=-3.01, Synergy_Loewe=-1.16, Synergy_HSA=-0.944. (3) Drug 1: CCCS(=O)(=O)NC1=C(C(=C(C=C1)F)C(=O)C2=CNC3=C2C=C(C=N3)C4=CC=C(C=C4)Cl)F. Drug 2: C1=CC(=CC=C1CC(C(=O)O)N)N(CCCl)CCCl.Cl. Cell line: SF-295. Synergy scores: CSS=2.13, Synergy_ZIP=-5.13, Synergy_Bliss=0.306, Synergy_Loewe=-5.57, Synergy_HSA=0.0608.